From a dataset of Forward reaction prediction with 1.9M reactions from USPTO patents (1976-2016). Predict the product of the given reaction. (1) Given the reactants [CH3:1][O:2][CH2:3][CH2:4][N:5]1[CH:9]=[CH:8][C:7]([NH2:10])=[N:6]1.N1C(C)=CC=CC=1C.[Cl:19][C:20]1[CH:21]=[C:22]([C@@H:30]([CH2:34][C@H:35]2[CH2:39][CH2:38][C:37](=[O:40])[CH2:36]2)[C:31](Cl)=[O:32])[CH:23]=[CH:24][C:25]=1[S:26]([CH3:29])(=[O:28])=[O:27], predict the reaction product. The product is: [Cl:19][C:20]1[CH:21]=[C:22]([C@@H:30]([CH2:34][C@H:35]2[CH2:39][CH2:38][C:37](=[O:40])[CH2:36]2)[C:31]([NH:10][C:7]2[CH:8]=[CH:9][N:5]([CH2:4][CH2:3][O:2][CH3:1])[N:6]=2)=[O:32])[CH:23]=[CH:24][C:25]=1[S:26]([CH3:29])(=[O:28])=[O:27]. (2) Given the reactants C([O:9][C:10]1[CH:15]=[CH:14][C:13]([C:16]2[C:25]([CH2:26][O:27][C:28]3[CH:33]=[C:32]([F:34])[CH:31]=[CH:30][C:29]=3[CH3:35])=[C:24]3[C:19]([NH:20][C:21]([CH3:39])([CH3:38])[C:22](=[O:37])[N:23]3[CH3:36])=[CH:18][CH:17]=2)=[C:12]([O:40][CH3:41])[CH:11]=1)(=O)C1C=CC=CC=1.[OH-].[Na+].O.Cl, predict the reaction product. The product is: [F:34][C:32]1[CH:31]=[CH:30][C:29]([CH3:35])=[C:28]([CH:33]=1)[O:27][CH2:26][C:25]1[C:16]([C:13]2[CH:14]=[CH:15][C:10]([OH:9])=[CH:11][C:12]=2[O:40][CH3:41])=[CH:17][CH:18]=[C:19]2[C:24]=1[N:23]([CH3:36])[C:22](=[O:37])[C:21]([CH3:39])([CH3:38])[NH:20]2. (3) Given the reactants CS([O:5][CH2:6][C:7]1[CH:12]=[C:11]([C:13]([O:15][CH2:16][CH3:17])=[CH2:14])[N:10]=[C:9]([Cl:18])[N:8]=1)(=O)=O.[F:19][C:20]([F:25])([F:24])[CH2:21][CH2:22]O.[OH-].[Na+], predict the reaction product. The product is: [Cl:18][C:9]1[N:10]=[C:11]([C:13]([O:15][CH2:16][CH3:17])=[CH2:14])[CH:12]=[C:7]([CH2:6][O:5][CH2:22][CH2:21][C:20]([F:25])([F:24])[F:19])[N:8]=1. (4) Given the reactants [C:1]1([CH2:7][CH2:8][CH2:9][CH2:10][O:11][C:12]2[CH:13]=[C:14]3[C:19](=[CH:20][CH:21]=2)[C:18](=O)[CH2:17][CH2:16][CH2:15]3)[CH:6]=[CH:5][CH:4]=[CH:3][CH:2]=1.[C:23]([CH2:25]P(=O)(OCC)OCC)#[N:24].[H-].[Na+].O, predict the reaction product. The product is: [C:1]1([CH2:7][CH2:8][CH2:9][CH2:10][O:11][C:12]2[CH:13]=[C:14]3[C:19](=[CH:20][CH:21]=2)[C:18](=[CH:25][C:23]#[N:24])[CH2:17][CH2:16][CH2:15]3)[CH:6]=[CH:5][CH:4]=[CH:3][CH:2]=1. (5) Given the reactants [CH:1]1([N:4]2[C:12]([CH3:13])=[C:11]3[C:6]([CH:7]=[CH:8][C:9]([N:14]4[CH:19]=[CH:18][C:17]([OH:20])=[CH:16][C:15]4=[O:21])=[CH:10]3)=[N:5]2)[CH2:3][CH2:2]1.[Br:22][C:23]1[CH:24]=[CH:25][C:26]([CH2:29]O)=[N:27][CH:28]=1.C1(P(C2C=CC=CC=2)C2C=CC=CC=2)C=CC=CC=1.O, predict the reaction product. The product is: [Br:22][C:23]1[CH:24]=[CH:25][C:26]([CH2:29][O:20][C:17]2[CH:18]=[CH:19][N:14]([C:9]3[CH:8]=[CH:7][C:6]4[C:11](=[C:12]([CH3:13])[N:4]([CH:1]5[CH2:2][CH2:3]5)[N:5]=4)[CH:10]=3)[C:15](=[O:21])[CH:16]=2)=[N:27][CH:28]=1.